This data is from Reaction yield outcomes from USPTO patents with 853,638 reactions. The task is: Predict the reaction yield, written as a fraction of the theoretical maximum amount of product (1.0 means a 100% yield; for example, 0.34 means a 34% yield). (1) The reactants are [NH2:1][C:2]1[S:3][C:4]2[CH:10]=[CH:9][CH:8]=[CH:7][C:5]=2[N:6]=1.[CH2:11]([Cl:18])[C:12]1[CH:17]=[CH:16][CH:15]=[CH:14][CH:13]=1.[I-].[Na+]. The catalyst is COC(O)C. The product is [ClH:18].[CH2:11]([N:6]1[C:5]2[CH:7]=[CH:8][CH:9]=[CH:10][C:4]=2[S:3][C:2]1=[NH:1])[C:12]1[CH:17]=[CH:16][CH:15]=[CH:14][CH:13]=1. The yield is 0.390. (2) No catalyst specified. The reactants are [CH3:1][O:2][C:3]1[CH:8]=[CH:7][C:6]([CH2:9][CH:10]([NH:12][CH2:13][C:14]2[CH:19]=[CH:18][CH:17]=[CH:16][CH:15]=2)[CH3:11])=[CH:5][CH:4]=1.C(O)(=O)[C@H](C1C=CC=CC=1)O. The yield is 0.350. The product is [CH3:1][O:2][C:3]1[CH:4]=[CH:5][C:6]([CH2:9][C@H:10]([NH:12][CH2:13][C:14]2[CH:19]=[CH:18][CH:17]=[CH:16][CH:15]=2)[CH3:11])=[CH:7][CH:8]=1. (3) The product is [CH2:1]([C:3]1[NH:12][C:6]2=[CH:7][N:8]=[C:9]([NH2:13])[CH:10]=[C:5]2[CH:4]=1)[CH3:2]. The catalyst is CCO. The yield is 0.160. The reactants are [CH2:1]([C:3]1[NH:12][C:6]2=[CH:7][N:8]=[C:9](Cl)[CH:10]=[C:5]2[CH:4]=1)[CH3:2].[NH3:13].O. (4) The reactants are [OH-].[K+].[C:3]([O:12]CC)(=[O:11])[CH2:4][CH2:5][CH:6]=[CH:7][CH:8]=[CH:9][CH3:10].Cl. The product is [C:3]([OH:12])(=[O:11])[CH2:4][CH2:5][CH:6]=[CH:7][CH:8]=[CH:9][CH3:10]. The catalyst is CCCCCCC. The yield is 0.950. (5) The reactants are [NH2:1][C:2]1[CH:3]=[C:4]([CH:8]=[CH:9][C:10]=1[OH:11])[C:5]([OH:7])=O.[CH3:12][CH2:13][CH2:14][CH:15]([NH2:19])[CH2:16][CH2:17][CH3:18]. No catalyst specified. The product is [NH2:1][C:2]1[CH:3]=[C:4]([CH:8]=[CH:9][C:10]=1[OH:11])[C:5]([NH:19][CH:15]([CH2:16][CH2:17][CH3:18])[CH2:14][CH2:13][CH3:12])=[O:7]. The yield is 0.570. (6) The reactants are [NH2:1][CH:2]1[CH2:7][CH2:6][N:5]([CH2:8][C:9]2[CH:14]=[CH:13][CH:12]=[CH:11][CH:10]=2)[CH2:4][CH2:3]1.Cl[C:16]1[C:21]([N+:22]([O-:24])=[O:23])=[CH:20][CH:19]=[CH:18][C:17]=1[CH3:25].O. The catalyst is CS(C)=O. The product is [CH2:8]([N:5]1[CH2:6][CH2:7][CH:2]([NH:1][C:16]2[C:21]([N+:22]([O-:24])=[O:23])=[CH:20][CH:19]=[CH:18][C:17]=2[CH3:25])[CH2:3][CH2:4]1)[C:9]1[CH:14]=[CH:13][CH:12]=[CH:11][CH:10]=1. The yield is 0.160.